From a dataset of Forward reaction prediction with 1.9M reactions from USPTO patents (1976-2016). Predict the product of the given reaction. (1) Given the reactants [CH3:1][C:2]([CH3:7])([CH3:6])[C:3]([NH2:5])=[S:4].Cl[CH2:9][C:10]([O:12][CH2:13][CH3:14])=[O:11].[CH2:15](O)[CH3:16], predict the reaction product. The product is: [CH2:13]([O:12][C:10]([C:9]1[S:4][C:3]([C:2]([CH3:7])([CH3:6])[CH3:1])=[N:5][C:15]=1[CH3:16])=[O:11])[CH3:14]. (2) Given the reactants [C:1]([C:3]1([O:10][CH3:11])[CH2:8][CH2:7]N(C)[CH2:5][CH2:4]1)#[CH:2].[CH:12]1(N2CCC(C#C)(OC)CC2)CCCC1, predict the reaction product. The product is: [C:1]([C:3]1([O:10][CH3:11])[CH2:8][CH2:7][CH2:12][CH2:5][CH2:4]1)#[CH:2]. (3) Given the reactants Cl.C(OC([N:9]1[CH2:13][C@@H:12]([CH2:14][C@H:15]([CH2:19][C:20]2[CH:25]=[CH:24][C:23]([O:26][CH3:27])=[C:22]([O:28][CH2:29][CH2:30][CH2:31][O:32][CH3:33])[CH:21]=2)[CH:16]([CH3:18])[CH3:17])[C@H:11]([CH2:34][N:35]([CH:45]2[CH2:47][CH2:46]2)[C:36]([C:38]2[CH:43]=[N:42][C:41]([CH3:44])=[CH:40][N:39]=2)=[O:37])[CH2:10]1)=O)(C)(C)C.CC#N.O.CC#N, predict the reaction product. The product is: [CH:45]1([N:35]([CH2:34][C@H:11]2[C@H:12]([CH2:14][C@H:15]([CH2:19][C:20]3[CH:25]=[CH:24][C:23]([O:26][CH3:27])=[C:22]([O:28][CH2:29][CH2:30][CH2:31][O:32][CH3:33])[CH:21]=3)[CH:16]([CH3:18])[CH3:17])[CH2:13][NH:9][CH2:10]2)[C:36]([C:38]2[CH:43]=[N:42][C:41]([CH3:44])=[CH:40][N:39]=2)=[O:37])[CH2:47][CH2:46]1. (4) Given the reactants [C:1]1(B2OC(C)(C)C(C)(C)O2)[CH2:5][CH2:4][CH2:3][CH:2]=1.Br[C:16]1[CH:28]=[CH:27][C:19]([C:20]([O:22][C:23]([CH3:26])([CH3:25])[CH3:24])=[O:21])=[CH:18][CH:17]=1.C(=O)([O-])[O-].[Na+].[Na+], predict the reaction product. The product is: [C:1]1([C:16]2[CH:28]=[CH:27][C:19]([C:20]([O:22][C:23]([CH3:24])([CH3:25])[CH3:26])=[O:21])=[CH:18][CH:17]=2)[CH2:5][CH2:4][CH2:3][CH:2]=1. (5) Given the reactants [Na+].[CH2:2]([N:4]([CH2:9][CH3:10])[CH2:5][C:6]([O-:8])=[O:7])[CH3:3].S(=O)(=O)(O)O, predict the reaction product. The product is: [CH2:2]([N:4]([CH2:9][CH3:10])[CH2:5][C:6]([OH:8])=[O:7])[CH3:3]. (6) Given the reactants [CH:1]1([N:5]2[CH2:11][CH2:10][C:9]3[CH:12]=[CH:13][C:14]([CH:16]4[CH2:21][CH2:20][NH:19][CH2:18][CH2:17]4)=[CH:15][C:8]=3[CH2:7][CH2:6]2)[CH2:4][CH2:3][CH2:2]1.Br[C:23]1[CH:24]=[C:25]([CH:28]=[CH:29][CH:30]=1)[C:26]#[N:27].C(=O)([O-])[O-].[Cs+].[Cs+].CC1(C)C2C=CC=C(P(C3C=CC=CC=3)C3C=CC=CC=3)C=2OC2C1=CC=CC=2P(C1C=CC=CC=1)C1C=CC=CC=1, predict the reaction product. The product is: [CH:1]1([N:5]2[CH2:11][CH2:10][C:9]3[CH:12]=[CH:13][C:14]([CH:16]4[CH2:21][CH2:20][N:19]([C:23]5[CH:24]=[C:25]([CH:28]=[CH:29][CH:30]=5)[C:26]#[N:27])[CH2:18][CH2:17]4)=[CH:15][C:8]=3[CH2:7][CH2:6]2)[CH2:4][CH2:3][CH2:2]1. (7) Given the reactants I[C:2]1[CH:12]=[CH:11][C:5]([C:6]([O:8]CC)=[O:7])=[CH:4][CH:3]=1.[CH3:13][CH:14]1[O:18][C:17](=[O:19])[NH:16][CH2:15]1.C(=O)([O-])[O-].[K+].[K+].CNCCNC, predict the reaction product. The product is: [CH3:13][CH:14]1[O:18][C:17](=[O:19])[N:16]([C:2]2[CH:3]=[CH:4][C:5]([C:6]([OH:8])=[O:7])=[CH:11][CH:12]=2)[CH2:15]1.